Dataset: Forward reaction prediction with 1.9M reactions from USPTO patents (1976-2016). Task: Predict the product of the given reaction. (1) Given the reactants Cl[C:2]1[C:3]2[NH:10][CH:9]=[CH:8][C:4]=2[N:5]=[CH:6][N:7]=1.[O:11]([C:18]1[CH:19]=[C:20](B(O)O)[CH:21]=[CH:22][CH:23]=1)[C:12]1[CH:17]=[CH:16][CH:15]=[CH:14][CH:13]=1.O[CH2:28][CH:29]1[CH2:34][CH2:33][CH2:32][N:31]([C:35]([O:37]C(C)(C)C)=O)[CH2:30]1.[C:42](Cl)(=O)[CH:43]=C, predict the reaction product. The product is: [O:11]([C:18]1[CH:19]=[C:20]([C:2]2[C:3]3[N:10]([CH2:28][CH:29]4[CH2:34][CH2:33][CH2:32][N:31]([C:35](=[O:37])[CH:42]=[CH2:43])[CH2:30]4)[CH:9]=[CH:8][C:4]=3[N:5]=[CH:6][N:7]=2)[CH:21]=[CH:22][CH:23]=1)[C:12]1[CH:17]=[CH:16][CH:15]=[CH:14][CH:13]=1. (2) Given the reactants [Br:1][C:2]1[CH:11]=[CH:10][C:5]2[S:6][CH:7]=[C:8]([CH3:9])[C:4]=2[CH:3]=1.C1C=CC(S(N(S(C2C=CC=CC=2)(=O)=O)[F:22])(=O)=O)=CC=1.C(NC(C)C)(C)C.C([Li])CCC, predict the reaction product. The product is: [Br:1][C:2]1[CH:11]=[CH:10][C:5]2[S:6][C:7]([F:22])=[C:8]([CH3:9])[C:4]=2[CH:3]=1. (3) Given the reactants [F:1][C:2]1[CH:7]=[C:6]([I:8])[CH:5]=[CH:4][C:3]=1[NH:9][C:10]1[C:18]([C:19]([OH:21])=O)=[CH:17][CH:16]=[C:15]2[C:11]=1[CH:12]=[N:13][NH:14]2.C1C=CC2[N:30]([OH:31])N=NC=2C=1.CCN=C=N[CH2:37][CH2:38][CH2:39]N(C)C.CCN([CH:49]([CH3:51])C)C(C)C.CN(C=[O:56])C, predict the reaction product. The product is: [O:56]1[CH2:37][CH2:38][CH:39]([O:31][NH:30][C:19]([C:18]2[C:10]([NH:9][C:3]3[CH:4]=[CH:5][C:6]([I:8])=[CH:7][C:2]=3[F:1])=[C:11]3[C:15](=[CH:16][CH:17]=2)[NH:14][N:13]=[CH:12]3)=[O:21])[CH2:51][CH2:49]1. (4) Given the reactants [C:1](/[CH:3]=[CH:4]/[S:5]([C:8]1[CH:13]=[CH:12][C:11]([C:14]([CH3:19])([CH3:18])[C:15]([OH:17])=O)=[CH:10][CH:9]=1)(=[O:7])=[O:6])#[N:2].[CH3:20][O:21][C:22]1[CH:30]=[CH:29][CH:28]=[CH:27][C:23]=1[CH2:24][NH:25][CH3:26].Cl.CN(C)CCCN=C=NCC.ON1C2C=CC=CC=2N=N1, predict the reaction product. The product is: [C:1](/[CH:3]=[CH:4]/[S:5]([C:8]1[CH:9]=[CH:10][C:11]([C:14]([CH3:19])([CH3:18])[C:15]([N:25]([CH2:24][C:23]2[CH:27]=[CH:28][CH:29]=[CH:30][C:22]=2[O:21][CH3:20])[CH3:26])=[O:17])=[CH:12][CH:13]=1)(=[O:6])=[O:7])#[N:2]. (5) The product is: [CH2:1]([C@H:8]([N:24]([CH2:39][C:40]1[CH:41]=[N:42][C:43]([O:51][CH2:50][CH2:49][O:48][CH3:47])=[CH:44][CH:45]=1)[C:25](=[O:38])[CH:26]=[CH:27][C:28]1[CH:33]=[CH:32][C:31]([C:34]([F:37])([F:36])[F:35])=[CH:30][CH:29]=1)[C:9]([N:11]1[CH2:16][CH2:15][N:14]([CH2:17][C:18]2[CH:23]=[CH:22][CH:21]=[CH:20][CH:19]=2)[CH2:13][CH2:12]1)=[O:10])[C:2]1[CH:7]=[CH:6][CH:5]=[CH:4][CH:3]=1. Given the reactants [CH2:1]([C@H:8]([N:24]([CH2:39][C:40]1[CH:41]=[N:42][C:43](Br)=[CH:44][CH:45]=1)[C:25](=[O:38])[CH:26]=[CH:27][C:28]1[CH:33]=[CH:32][C:31]([C:34]([F:37])([F:36])[F:35])=[CH:30][CH:29]=1)[C:9]([N:11]1[CH2:16][CH2:15][N:14]([CH2:17][C:18]2[CH:23]=[CH:22][CH:21]=[CH:20][CH:19]=2)[CH2:13][CH2:12]1)=[O:10])[C:2]1[CH:7]=[CH:6][CH:5]=[CH:4][CH:3]=1.[CH3:47][O:48][CH2:49][CH2:50][OH:51].CC1(C)C2C(=C(P(C3C=CC=CC=3)C3C=CC=CC=3)C=CC=2)OC2C(P(C3C=CC=CC=3)C3C=CC=CC=3)=CC=CC1=2.CC(C)([O-])C.[Na+], predict the reaction product. (6) Given the reactants [NH2:1][C@@H:2]([CH:30]1[CH2:35][CH2:34][CH2:33][CH2:32][CH2:31]1)[C:3]([N:5]1[C@H:10]([C:11]([NH:13][C@H:14]2[C:23]3[C:18](=[CH:19][CH:20]=[CH:21][CH:22]=3)[O:17][CH2:16][CH2:15]2)=[O:12])[CH2:9][N:8]2[CH2:24][C@H:25]([O:27][CH2:28][CH3:29])[CH2:26][C@@H:7]2[CH2:6]1)=[O:4].[C:36]([O:40][C:41]([NH:43][C@@H:44]([CH3:48])[C:45](O)=[O:46])=[O:42])([CH3:39])([CH3:38])[CH3:37].Cl.C(N=C=NCCCN(C)C)C.ON1C2C=CC=CC=2N=N1.C(N(CC)C(C)C)(C)C.C(=O)([O-])O.[Na+], predict the reaction product. The product is: [C:36]([O:40][C:41](=[O:42])[NH:43][C@@H:44]([CH3:48])[C:45]([NH:1][C@@H:2]([CH:30]1[CH2:31][CH2:32][CH2:33][CH2:34][CH2:35]1)[C:3]([N:5]1[C@H:10]([C:11](=[O:12])[NH:13][C@H:14]2[C:23]3[C:18](=[CH:19][CH:20]=[CH:21][CH:22]=3)[O:17][CH2:16][CH2:15]2)[CH2:9][N:8]2[CH2:24][C@H:25]([O:27][CH2:28][CH3:29])[CH2:26][C@@H:7]2[CH2:6]1)=[O:4])=[O:46])([CH3:39])([CH3:37])[CH3:38].